From a dataset of Catalyst prediction with 721,799 reactions and 888 catalyst types from USPTO. Predict which catalyst facilitates the given reaction. (1) Reactant: OC1C(=O)NN=C(CCC2C=CC=CC=2)C=1.C([O:24][C:25]1[N:26]=[N:27][C:28](/[CH:39]=[CH:40]/[C:41]2[CH:46]=[CH:45][C:44]([C:47]([F:50])([F:49])[F:48])=[CH:43][C:42]=2[CH3:51])=[CH:29][C:30]=1[O:31]CC1C=CC=CC=1)C1C=CC=CC=1. Product: [OH:31][C:30]1[C:25](=[O:24])[NH:26][N:27]=[C:28]([CH2:39][CH2:40][C:41]2[CH:46]=[CH:45][C:44]([C:47]([F:49])([F:48])[F:50])=[CH:43][C:42]=2[CH3:51])[CH:29]=1. The catalyst class is: 1. (2) Reactant: Br[C:2]1[CH:11]=[CH:10][C:5]([C:6]([O:8][CH3:9])=[O:7])=[C:4]([CH3:12])[CH:3]=1.[CH3:13][N:14](C)C=O. Product: [C:13]([C:2]1[CH:11]=[CH:10][C:5]([C:6]([O:8][CH3:9])=[O:7])=[C:4]([CH3:12])[CH:3]=1)#[N:14]. The catalyst class is: 267. (3) Reactant: [F:1][C:2]1[CH:7]=[CH:6][C:5]([C:8]([C:33]2[CH:38]=[CH:37][C:36]([F:39])=[CH:35][CH:34]=2)([C:10]2[CH:11]=[C:12]3[C:17](=[CH:18][CH:19]=2)[N:16]=[CH:15][N:14]=[C:13]3[NH:20][CH:21]2[CH2:26][CH2:25][N:24]([C:27]3[CH:32]=[CH:31][CH:30]=[CH:29][CH:28]=3)[CH2:23][CH2:22]2)O)=[CH:4][CH:3]=1.C([SiH](CC)CC)C.FC(F)(F)C(O)=O. Product: [F:1][C:2]1[CH:7]=[CH:6][C:5]([CH:8]([C:33]2[CH:34]=[CH:35][C:36]([F:39])=[CH:37][CH:38]=2)[C:10]2[CH:11]=[C:12]3[C:17](=[CH:18][CH:19]=2)[N:16]=[CH:15][N:14]=[C:13]3[NH:20][CH:21]2[CH2:26][CH2:25][N:24]([C:27]3[CH:32]=[CH:31][CH:30]=[CH:29][CH:28]=3)[CH2:23][CH2:22]2)=[CH:4][CH:3]=1. The catalyst class is: 2. (4) Reactant: [CH:1]1[CH:2]=[CH:3][C:4]2[S:15][C:14]3[CH:13]=[CH:12][CH:11]=[CH:10][C:9]=3[N:8]=[C:7]([N:16]3[CH2:21][CH2:20][N:19]([CH2:22][CH2:23][O:24][CH2:25][CH2:26][OH:27])[CH2:18][CH2:17]3)[C:5]=2[CH:6]=1.[C:28]([OH:40])(=[O:39])[CH2:29][C:30]([CH2:35][C:36]([OH:38])=[O:37])([C:32]([OH:34])=[O:33])[OH:31]. Product: [CH:1]1[CH:2]=[CH:3][C:4]2[S:15][C:14]3[CH:13]=[CH:12][CH:11]=[CH:10][C:9]=3[N:8]=[C:7]([N:16]3[CH2:21][CH2:20][N:19]([CH2:22][CH2:23][O:24][CH2:25][CH2:26][OH:27])[CH2:18][CH2:17]3)[C:5]=2[CH:6]=1.[C:28]([O-:40])(=[O:39])[CH2:29][C:30]([CH2:35][C:36]([O-:38])=[O:37])([C:32]([O-:34])=[O:33])[OH:31]. The catalyst class is: 21.